This data is from Full USPTO retrosynthesis dataset with 1.9M reactions from patents (1976-2016). The task is: Predict the reactants needed to synthesize the given product. (1) Given the product [Cl:15][C:7]1[CH:8]=[C:9]2[C:4](=[CH:5][CH:6]=1)[N:3]=[C:2]([NH:16][C@@H:17]([CH2:25][OH:26])[CH2:18][C:19]1[CH:20]=[CH:21][CH:22]=[CH:23][CH:24]=1)[C:11]([C:12]([OH:14])=[O:13])=[CH:10]2, predict the reactants needed to synthesize it. The reactants are: Cl[C:2]1[C:11]([C:12]([OH:14])=[O:13])=[CH:10][C:9]2[C:4](=[CH:5][CH:6]=[C:7]([Cl:15])[CH:8]=2)[N:3]=1.[NH2:16][C@@H:17]([CH2:25][OH:26])[CH2:18][C:19]1[CH:24]=[CH:23][CH:22]=[CH:21][CH:20]=1. (2) The reactants are: [NH2:1][C:2]1[C:3]2[N:14]([CH2:15][O:16][CH2:17][C:18]3[CH:23]=[CH:22][CH:21]=[CH:20][CH:19]=3)[CH:13]=[C:12]([C:24]#[C:25][CH2:26][N:27]3[CH2:32][CH2:31][N:30](C(OC(C)(C)C)=O)[CH2:29][CH2:28]3)[C:4]=2[N:5]=[C:6]([CH2:8][CH2:9][CH2:10][CH3:11])[N:7]=1.Cl. Given the product [CH2:17]([O:16][CH2:15][N:14]1[C:3]2[C:2]([NH2:1])=[N:7][C:6]([CH2:8][CH2:9][CH2:10][CH3:11])=[N:5][C:4]=2[C:12]([C:24]#[C:25][CH2:26][N:27]2[CH2:28][CH2:29][NH:30][CH2:31][CH2:32]2)=[CH:13]1)[C:18]1[CH:23]=[CH:22][CH:21]=[CH:20][CH:19]=1, predict the reactants needed to synthesize it.